This data is from Full USPTO retrosynthesis dataset with 1.9M reactions from patents (1976-2016). The task is: Predict the reactants needed to synthesize the given product. Given the product [Cl:1][C:18]1[C:17]2[C:12](=[CH:13][CH:14]=[N:15][CH:16]=2)[C:11](=[O:20])[N:10]([CH3:9])[CH:19]=1, predict the reactants needed to synthesize it. The reactants are: [Cl:1]N1C(=O)CCC1=O.[CH3:9][N:10]1[CH:19]=[CH:18][C:17]2[C:12](=[CH:13][CH:14]=[N:15][CH:16]=2)[C:11]1=[O:20].